Regression/Classification. Given a drug SMILES string, predict its toxicity properties. Task type varies by dataset: regression for continuous values (e.g., LD50, hERG inhibition percentage) or binary classification for toxic/non-toxic outcomes (e.g., AMES mutagenicity, cardiotoxicity, hepatotoxicity). Dataset: ames. From a dataset of Ames mutagenicity test results for genotoxicity prediction. (1) The molecule is O=Nc1ccc(Nc2ccccc2)cc1. The result is 1 (mutagenic). (2) The compound is NC(CCC(=O)NC(CSCCCl)NC(=O)CC(=O)O)C(=O)O. The result is 1 (mutagenic). (3) The compound is Nc1cnc2ccccc2c1. The result is 1 (mutagenic). (4) The compound is COc1c([N+](=O)[O-])cc([N+](=O)[O-])cc1[N+](=O)[O-]. The result is 1 (mutagenic). (5) The drug is CCN(C(=O)CCCCl)c1snc2ccccc12. The result is 0 (non-mutagenic). (6) The drug is ClCl. The result is 0 (non-mutagenic). (7) The drug is OC1CC=Cc2c1cc1ccc3cccc4ccc2c1c34. The result is 1 (mutagenic).